The task is: Predict which catalyst facilitates the given reaction.. This data is from Catalyst prediction with 721,799 reactions and 888 catalyst types from USPTO. (1) Reactant: [CH2:1]([C@H:3]1[N:12]([CH:13]([CH3:15])[CH3:14])[C:11]2[N:10]=[C:9]([NH:16][C:17]3[CH:18]=[CH:19][C:20]([C:26]([OH:28])=O)=[C:21]4[C:25]=3[O:24][CH2:23][CH2:22]4)[N:8]=[CH:7][C:6]=2[N:5]([CH3:29])[C:4]1=[O:30])[CH3:2].F[B-](F)(F)F.N1(OC(N(C)C)=[N+](C)C)C2C=CC=CC=2N=N1.C(N(C(C)C)CC)(C)C.[CH:62]1([CH2:65][N:66]2[CH2:71][CH2:70][N:69]([C@H:72]3[CH2:77][CH2:76][C@H:75]([NH2:78])[CH2:74][CH2:73]3)[CH2:68][CH2:67]2)[CH2:64][CH2:63]1.C(=O)([O-])[O-].[Na+].[Na+]. Product: [CH:62]1([CH2:65][N:66]2[CH2:71][CH2:70][N:69]([C@H:72]3[CH2:77][CH2:76][C@H:75]([NH:78][C:26]([C:20]4[CH:19]=[CH:18][C:17]([NH:16][C:9]5[N:8]=[CH:7][C:6]6[N:5]([CH3:29])[C:4](=[O:30])[C@@H:3]([CH2:1][CH3:2])[N:12]([CH:13]([CH3:15])[CH3:14])[C:11]=6[N:10]=5)=[C:25]5[O:24][CH2:23][CH2:22][C:21]=45)=[O:28])[CH2:74][CH2:73]3)[CH2:68][CH2:67]2)[CH2:63][CH2:64]1. The catalyst class is: 4. (2) Reactant: [C:1]([N:4]1[CH2:9][CH2:8][CH:7]([C:10]2[CH:11]=[CH:12][C:13]([NH:16][C:17]3[C:18](=[O:25])[N:19]([CH3:24])[N:20]=[C:21](Cl)[CH:22]=3)=[N:14][CH:15]=2)[CH2:6][CH2:5]1)(=[O:3])[CH3:2].[C:26]([O:29][CH2:30][C:31]1[C:36](B2OC(C)(C)C(C)(C)O2)=[CH:35][CH:34]=[CH:33][C:32]=1[N:46]1[N:55]=[CH:54][C:53]2[C:48](=[C:49]([F:60])[CH:50]=[C:51]([C:56]([CH3:59])([CH3:58])[CH3:57])[CH:52]=2)[C:47]1=[O:61])(=[O:28])[CH3:27].CC(C1C=C(C(C)C)C(C2C=CC=CC=2P(C2CCCCC2)C2CCCCC2)=C(C(C)C)C=1)C.P([O-])([O-])([O-])=O.[K+].[K+].[K+]. Product: [C:1]([N:4]1[CH2:9][CH2:8][CH:7]([C:10]2[CH:11]=[CH:12][C:13]([NH:16][C:17]3[C:18](=[O:25])[N:19]([CH3:24])[N:20]=[C:21]([C:36]4[C:31]([CH2:30][OH:29])=[C:32]([N:46]5[N:55]=[CH:54][C:53]6[C:48](=[C:49]([F:60])[CH:50]=[C:51]([C:56]([CH3:57])([CH3:58])[CH3:59])[CH:52]=6)[C:47]5=[O:61])[CH:33]=[CH:34][CH:35]=4)[CH:22]=3)=[N:14][CH:15]=2)[CH2:6][CH2:5]1)(=[O:3])[CH3:2].[C:26]([O:29][CH2:30][C:31]1[C:32]([N:46]2[N:55]=[CH:54][C:53]3[C:48](=[C:49]([F:60])[CH:50]=[C:51]([C:56]([CH3:58])([CH3:57])[CH3:59])[CH:52]=3)[C:47]2=[O:61])=[CH:33][CH:34]=[CH:35][C:36]=1[C:21]1[CH:22]=[C:17]([NH:16][C:13]2[CH:12]=[CH:11][C:10]([CH:7]3[CH2:8][CH2:9][N:4]([C:1](=[O:3])[CH3:2])[CH2:5][CH2:6]3)=[CH:15][N:14]=2)[C:18](=[O:25])[N:19]([CH3:24])[N:20]=1)(=[O:28])[CH3:27]. The catalyst class is: 333. (3) Reactant: [CH:1](O)=[O:2].C(OC(=O)C)(=O)C.[NH2:11][C:12]1[CH:21]=[CH:20][C:15]([C:16]([O:18][CH3:19])=[O:17])=[CH:14][C:13]=1[O:22][CH3:23]. The catalyst class is: 1. Product: [CH:1]([NH:11][C:12]1[CH:21]=[CH:20][C:15]([C:16]([O:18][CH3:19])=[O:17])=[CH:14][C:13]=1[O:22][CH3:23])=[O:2]. (4) Reactant: [NH2:1][C:2]1[CH:3]=[CH:4][C:5]([C:15]([CH3:19])([CH3:18])[C:16]#[N:17])=[C:6]([C:8]2[CH:13]=[CH:12][C:11]([Cl:14])=[CH:10][CH:9]=2)[CH:7]=1.[CH3:20][O:21][C:22]1[CH:23]=[C:24]([CH:28]=[CH:29][C:30]=1[O:31][CH3:32])[C:25](Cl)=[O:26].C(N(CC)CC)C. Product: [Cl:14][C:11]1[CH:12]=[CH:13][C:8]([C:6]2[C:5]([C:15]([C:16]#[N:17])([CH3:19])[CH3:18])=[CH:4][CH:3]=[C:2]([NH:1][C:25](=[O:26])[C:24]3[CH:28]=[CH:29][C:30]([O:31][CH3:32])=[C:22]([O:21][CH3:20])[CH:23]=3)[CH:7]=2)=[CH:9][CH:10]=1. The catalyst class is: 2.